Dataset: Full USPTO retrosynthesis dataset with 1.9M reactions from patents (1976-2016). Task: Predict the reactants needed to synthesize the given product. (1) Given the product [N:15]1[CH:24]=[C:23]([CH:18]2[CH2:19][CH2:20][CH2:21][N:17]2[CH3:16])[CH:22]=[CH:13][CH:14]=1, predict the reactants needed to synthesize it. The reactants are: ClC(Cl)(Cl)C(O)O.CC1C=CC=[CH:13][C:14]=1[N:15]1[C:24](=O)[C:23]2[CH:22]=[CH:21][CH:20]=[CH:19][C:18]=2[N:17]=[C:16]1C.CN1C(=O)CN=C(C2C=CC=CC=2)C2C=C(Cl)C=CC1=2.CCN(CCN1C(=O)CN=C(C2C=CC=CC=2F)C2C=C(Cl)C=CC1=2)CC.C1C=CC(C2(N3CCCCC3)CCCCC2)=CC=1.CNCCC(OC1C=CC(C(F)(F)F)=CC=1)C1C=CC=CC=1. (2) Given the product [CH3:1][C:2]1[N:3]([C:34]2[CH:35]=[CH:36][C:30]3[O:29][CH:28]([CH3:27])[CH2:32][C:31]=3[CH:33]=2)[C:4](=[O:26])[C:5]([CH2:11][C:12]2[CH:17]=[CH:16][C:15]([C:18]3[C:19]([C:24]#[N:25])=[CH:20][CH:21]=[CH:22][CH:23]=3)=[CH:14][CH:13]=2)=[C:6]([CH2:8][CH2:9][CH3:10])[N:7]=1, predict the reactants needed to synthesize it. The reactants are: [CH3:1][C:2]1[NH:3][C:4](=[O:26])[C:5]([CH2:11][C:12]2[CH:17]=[CH:16][C:15]([C:18]3[C:19]([C:24]#[N:25])=[CH:20][CH:21]=[CH:22][CH:23]=3)=[CH:14][CH:13]=2)=[C:6]([CH2:8][CH2:9][CH3:10])[N:7]=1.[CH3:27][CH:28]1[CH2:32][C:31]2[CH:33]=[C:34](B(O)O)[CH:35]=[CH:36][C:30]=2[O:29]1.C(N(CC)CC)C.N1C=CC=CC=1. (3) Given the product [O:15]1[CH:19]=[CH:18][C:17]([C:20]2[CH:21]=[C:22]([NH:26][CH2:27][C:28]3[CH:35]=[CH:34][C:31]([CH3:32])=[CH:30][CH:29]=3)[CH:23]=[N:24][CH:25]=2)=[CH:16]1, predict the reactants needed to synthesize it. The reactants are: O([BH-](OC(C)=O)OC(C)=O)C(C)=O.[Na+].[O:15]1[CH:19]=[CH:18][C:17]([C:20]2[CH:21]=[C:22]([NH2:26])[CH:23]=[N:24][CH:25]=2)=[CH:16]1.[CH3:27][C:28]1[CH:35]=[CH:34][C:31]([CH:32]=O)=[CH:30][CH:29]=1.C(O)(=O)C.